Dataset: Full USPTO retrosynthesis dataset with 1.9M reactions from patents (1976-2016). Task: Predict the reactants needed to synthesize the given product. (1) Given the product [ClH:56].[Cl:56][C:49]1[C:50]([C:52]([F:55])([F:53])[F:54])=[CH:51][C:37]2[N:36]=[C:35]([CH2:34][CH2:33][CH2:32][CH2:31][N:26]([CH2:25][C@H:17]3[CH2:16][C@@H:15]([N:12]4[C:8]5[N:9]=[CH:10][N:11]=[C:6]([NH:5][CH:2]6[CH2:4][CH2:3]6)[C:7]=5[CH:14]=[CH:13]4)[C@H:19]([OH:20])[C@@H:18]3[OH:22])[S:27]([CH3:30])(=[O:28])=[O:29])[NH:39][C:38]=2[CH:48]=1, predict the reactants needed to synthesize it. The reactants are: Cl.[CH:2]1([NH:5][C:6]2[C:7]3[CH:14]=[CH:13][N:12]([C@H:15]4[C@@H:19]5[O:20]C(C)(C)[O:22][C@@H:18]5[C@@H:17]([CH2:25][N:26]([CH2:31][CH2:32][CH2:33][CH2:34][C:35]5[N:39](COCC[Si](C)(C)C)[C:38]6[CH:48]=[C:49]([Cl:56])[C:50]([C:52]([F:55])([F:54])[F:53])=[CH:51][C:37]=6[N:36]=5)[S:27]([CH3:30])(=[O:29])=[O:28])[CH2:16]4)[C:8]=3[N:9]=[CH:10][N:11]=2)[CH2:4][CH2:3]1. (2) Given the product [CH2:18]1[O:26][C:21]2[CH:22]=[CH:23][C:24]([N:27]3[C:31]4[CH:32]=[CH:33][CH:34]=[CH:35][C:30]=4[N:29]=[C:28]3[C:36]3[C:44]4[C:39](=[CH:40][CH:41]=[CH:42][CH:43]=4)[NH:38][N:37]=3)=[CH:25][C:20]=2[O:19]1, predict the reactants needed to synthesize it. The reactants are: O1C2C=CC(C3C=C(N)C(N)=CC=3)=CC=2OC1.[CH2:18]1[O:26][C:25]2[C:24]([N:27]3[C:31]4[CH:32]=[CH:33][CH:34]=[CH:35][C:30]=4[N:29]=[C:28]3[C:36]3[C:44]4[C:39](=[CH:40][CH:41]=[CH:42][CH:43]=4)[NH:38][N:37]=3)=[CH:23][CH:22]=[CH:21][C:20]=2[O:19]1. (3) Given the product [NH2:14][C:13]1[CH:12]=[C:11]([CH2:1][CH2:2][CH2:3][C:4]2[CH:5]=[C:6]([NH:7][C:27]3[C:28]([Cl:32])=[CH:29][N:30]=[C:25]([Cl:24])[N:26]=3)[CH:8]=[CH:9][CH:10]=2)[CH:17]=[CH:16][CH:15]=1, predict the reactants needed to synthesize it. The reactants are: [CH2:1]([C:11]1[CH:12]=[C:13]([CH:15]=[CH:16][CH:17]=1)[NH2:14])[CH2:2][CH2:3][C:4]1[CH:5]=[C:6]([CH:8]=[CH:9][CH:10]=1)[NH2:7].C(=O)([O-])[O-].[K+].[K+].[Cl:24][C:25]1[N:30]=[C:29](Cl)[C:28]([Cl:32])=[CH:27][N:26]=1. (4) Given the product [C:17]([C:16]1[CH:19]=[CH:20][C:13]([N:3]2[C:7]3[CH:8]=[CH:9][CH:10]=[CH:11][C:6]=3[N:5]=[CH:4]2)=[CH:14][CH:15]=1)#[N:18], predict the reactants needed to synthesize it. The reactants are: [H-].[Na+].[N:3]1[C:7]2[CH:8]=[CH:9][CH:10]=[CH:11][C:6]=2[NH:5][CH:4]=1.Cl[C:13]1[CH:20]=[CH:19][C:16]([C:17]#[N:18])=[CH:15][CH:14]=1.O. (5) Given the product [C:1]([C:5]1[CH:6]=[CH:7][C:8]([N:11]2[C@@H:15]([C:16]([OH:18])=[O:17])[CH2:14][CH2:13][C@@H:12]2[C:19]([OH:21])=[O:20])=[CH:9][CH:10]=1)([CH3:4])([CH3:2])[CH3:3], predict the reactants needed to synthesize it. The reactants are: [C:1]([C:5]1[CH:10]=[CH:9][C:8]([N:11]2[CH:15]([C:16]([OH:18])=[O:17])[CH2:14][CH2:13][CH:12]2[C:19]([OH:21])=[O:20])=[CH:7][CH:6]=1)([CH3:4])([CH3:3])[CH3:2].C(#N)C. (6) The reactants are: [C:1]([NH:5][C:6]([C:8]1[C:16]2[C:11](=[N:12][CH:13]=[C:14]([C:17]3[C:25]4[C:20](=[CH:21][CH:22]=[C:23]([O:26][CH:27]([F:29])[F:28])[CH:24]=4)[N:19]([CH2:30][CH2:31][CH2:32][N:33]4[CH2:36][CH:35]([OH:37])[CH2:34]4)[N:18]=3)[N:15]=2)[N:10](COCC[Si](C)(C)C)[CH:9]=1)=[O:7])([CH3:4])([CH3:3])[CH3:2].C(O)(C(F)(F)F)=O. Given the product [C:1]([NH:5][C:6]([C:8]1[C:16]2[C:11](=[N:12][CH:13]=[C:14]([C:17]3[C:25]4[C:20](=[CH:21][CH:22]=[C:23]([O:26][CH:27]([F:28])[F:29])[CH:24]=4)[N:19]([CH2:30][CH2:31][CH2:32][N:33]4[CH2:36][CH:35]([OH:37])[CH2:34]4)[N:18]=3)[N:15]=2)[NH:10][CH:9]=1)=[O:7])([CH3:4])([CH3:2])[CH3:3], predict the reactants needed to synthesize it. (7) The reactants are: [Br:1][C:2]1[CH:3]=[C:4]([OH:8])[CH:5]=[CH:6][CH:7]=1.[H-].[Na+].CC1C=CC(S(O[CH2:22][C@H:23]2[O:28][CH2:27][CH2:26][N:25]([CH2:29][C:30]3[CH:35]=[CH:34][CH:33]=[CH:32][CH:31]=3)[CH2:24]2)(=O)=O)=CC=1. Given the product [CH2:29]([N:25]1[CH2:26][CH2:27][O:28][C@H:23]([CH2:22][O:8][C:4]2[CH:5]=[CH:6][CH:7]=[C:2]([Br:1])[CH:3]=2)[CH2:24]1)[C:30]1[CH:31]=[CH:32][CH:33]=[CH:34][CH:35]=1, predict the reactants needed to synthesize it. (8) Given the product [CH2:51]([O:50][P:48]([CH2:53][CH2:54][CH2:55][C:56]([N:4]([CH2:5][C:6]1[CH:7]=[C:8]([CH:42]=[CH:43][CH:44]=1)[C:9]([NH:11][C:12]1[S:13][C:14]2[CH2:41][CH2:40][CH2:39][CH2:38][C:15]=2[C:16]=1[C:17]([NH:19][C:20]1[CH:25]=[CH:24][C:23]([CH2:26][CH2:27][C:28]2[CH:29]=[CH:30][C:31]([C:32]([O:34][CH3:35])=[O:33])=[CH:36][CH:37]=2)=[CH:22][CH:21]=1)=[O:18])=[O:10])[CH:1]([CH3:3])[CH3:2])=[O:57])([O:47][CH2:45][CH3:46])=[O:49])[CH3:52], predict the reactants needed to synthesize it. The reactants are: [CH:1]([NH:4][CH2:5][C:6]1[CH:7]=[C:8]([CH:42]=[CH:43][CH:44]=1)[C:9]([NH:11][C:12]1[S:13][C:14]2[CH2:41][CH2:40][CH2:39][CH2:38][C:15]=2[C:16]=1[C:17]([NH:19][C:20]1[CH:25]=[CH:24][C:23]([CH2:26][CH2:27][C:28]2[CH:37]=[CH:36][C:31]([C:32]([O:34][CH3:35])=[O:33])=[CH:30][CH:29]=2)=[CH:22][CH:21]=1)=[O:18])=[O:10])([CH3:3])[CH3:2].[CH2:45]([O:47][P:48]([CH2:53][CH2:54][CH2:55][C:56](O)=[O:57])([O:50][CH2:51][CH3:52])=[O:49])[CH3:46]. (9) Given the product [ClH:35].[CH2:1]([O:3][CH2:4][CH2:5][O:6][C:7]1[CH:12]=[C:11]([CH3:13])[C:10]([C:14]2[CH:19]=[CH:18][CH:17]=[C:16]([CH2:20][NH:21][C:22]3[CH:27]=[CH:26][C:25]([CH2:28][CH2:29][C:30]([OH:32])=[O:31])=[C:24]([F:33])[CH:23]=3)[CH:15]=2)=[C:9]([CH3:34])[CH:8]=1)[CH3:2], predict the reactants needed to synthesize it. The reactants are: [CH2:1]([O:3][CH2:4][CH2:5][O:6][C:7]1[CH:12]=[C:11]([CH3:13])[C:10]([C:14]2[CH:19]=[CH:18][CH:17]=[C:16]([CH2:20][NH:21][C:22]3[CH:27]=[CH:26][C:25]([CH2:28][CH2:29][C:30]([OH:32])=[O:31])=[C:24]([F:33])[CH:23]=3)[CH:15]=2)=[C:9]([CH3:34])[CH:8]=1)[CH3:2].[ClH:35].C(OCC)(=O)C.